This data is from Forward reaction prediction with 1.9M reactions from USPTO patents (1976-2016). The task is: Predict the product of the given reaction. (1) Given the reactants Cl.[CH3:2][C:3]1[O:7][N:6]=[C:5]([CH2:8][N:9]2[C:14]3[CH:15]=[C:16]([C:18]4[CH:23]=[CH:22][CH:21]=[CH:20][CH:19]=4)[S:17][C:13]=3[C:12](=[O:24])[N:11]([CH:25]3[CH2:30][CH2:29][NH:28][CH2:27][CH2:26]3)[C:10]2=[O:31])[N:4]=1.[CH2:32]([O:34][C:35]1[C:44]([O:45][CH3:46])=[CH:43][C:42]2[C:41]([C:47]3[CH:55]=[CH:54][C:50]([C:51](O)=[O:52])=[CH:49][CH:48]=3)=[N:40][C@@H:39]3[CH2:56][CH2:57][S:58][CH2:59][C@@H:38]3[C:37]=2[CH:36]=1)[CH3:33].CN(C(ON1N=NC2C=CC=CC1=2)=[N+](C)C)C.F[P-](F)(F)(F)(F)F.CCN(C(C)C)C(C)C.C(=O)(O)[O-].[Na+], predict the reaction product. The product is: [CH2:32]([O:34][C:35]1[C:44]([O:45][CH3:46])=[CH:43][C:42]2[C:41]([C:47]3[CH:48]=[CH:49][C:50]([C:51]([N:28]4[CH2:29][CH2:30][CH:25]([N:11]5[C:12](=[O:24])[C:13]6[S:17][C:16]([C:18]7[CH:19]=[CH:20][CH:21]=[CH:22][CH:23]=7)=[CH:15][C:14]=6[N:9]([CH2:8][C:5]6[N:4]=[C:3]([CH3:2])[O:7][N:6]=6)[C:10]5=[O:31])[CH2:26][CH2:27]4)=[O:52])=[CH:54][CH:55]=3)=[N:40][C@@H:39]3[CH2:56][CH2:57][S:58][CH2:59][C@@H:38]3[C:37]=2[CH:36]=1)[CH3:33]. (2) The product is: [Br:1][C:2]1[CH:6]=[C:5]([N:7]2[C:12](=[S:27])[CH2:11][CH2:10][CH2:9][CH:8]2[CH2:14][CH3:15])[S:4][C:3]=1[C:16]#[N:17]. Given the reactants [Br:1][C:2]1[CH:6]=[C:5]([N:7]2[C:12](=O)[CH2:11][CH2:10][CH2:9][CH:8]2[CH2:14][CH3:15])[S:4][C:3]=1[C:16]#[N:17].COC1C=CC(P2(SP(C3C=CC(OC)=CC=3)(=S)S2)=[S:27])=CC=1, predict the reaction product. (3) Given the reactants C([O:5][C:6]([C@H:8]1[CH2:11][C@@H:10]([C:12]([O:14][C@H:15]2[CH2:32][CH2:31][C@@:30]3([CH3:33])[C@@H:17]([CH2:18][CH2:19][C@:20]4([CH3:44])[C@@H:29]3[CH2:28][CH2:27][C@H:26]3[C@@:21]4([CH3:43])[CH2:22][CH2:23][C@@:24]4([C:40]([OH:42])=[O:41])[CH2:36][CH2:35][C@@H:34]([C:37]([CH3:39])=[CH2:38])[C@@H:25]43)[C:16]2([CH3:46])[CH3:45])=[O:13])[C:9]1([CH3:48])[CH3:47])=[O:7])(C)(C)C, predict the reaction product. The product is: [C:6]([C@H:8]1[CH2:11][C@@H:10]([C:12]([O:14][C@H:15]2[CH2:32][CH2:31][C@@:30]3([CH3:33])[C@@H:17]([CH2:18][CH2:19][C@:20]4([CH3:44])[C@@H:29]3[CH2:28][CH2:27][C@H:26]3[C@@:21]4([CH3:43])[CH2:22][CH2:23][C@@:24]4([C:40]([OH:42])=[O:41])[CH2:36][CH2:35][C@@H:34]([C:37]([CH3:39])=[CH2:38])[C@@H:25]43)[C:16]2([CH3:46])[CH3:45])=[O:13])[C:9]1([CH3:48])[CH3:47])([OH:7])=[O:5]. (4) Given the reactants [C:1]([C:3]1[CH:4]=[CH:5][C:6]([O:13][C:14]2[CH:19]=[C:18]([CH3:20])[CH:17]=[CH:16][C:15]=2[CH3:21])=[C:7]([S:9](Cl)(=[O:11])=[O:10])[CH:8]=1)#[N:2].[N:22]1([C:28]([O:30][C:31]([CH3:34])([CH3:33])[CH3:32])=[O:29])[CH2:27][CH2:26][NH:25][CH2:24][CH2:23]1.CCOC(C)=O, predict the reaction product. The product is: [C:1]([C:3]1[CH:4]=[CH:5][C:6]([O:13][C:14]2[CH:19]=[C:18]([CH3:20])[CH:17]=[CH:16][C:15]=2[CH3:21])=[C:7]([S:9]([N:25]2[CH2:24][CH2:23][N:22]([C:28]([O:30][C:31]([CH3:34])([CH3:33])[CH3:32])=[O:29])[CH2:27][CH2:26]2)(=[O:11])=[O:10])[CH:8]=1)#[N:2]. (5) Given the reactants CC(OC(/N=N/C(OC(C)C)=O)=O)C.Cl[C:16]1[C:25]2[C:20](=[CH:21][C:22]([CH2:26][OH:27])=[CH:23][CH:24]=2)[N:19]=[C:18]([CH3:28])[CH:17]=1.C1(P(C2C=CC=CC=2)C2C=CC=CC=2)C=CC=CC=1.[CH3:48][O:49][C:50]1[CH:55]=[CH:54][CH:53]=[CH:52][C:51]=1O.[NH:57]1[CH2:61][CH2:60][CH2:59][CH2:58]1.[C:62]([OH:67])(=[O:66])[C:63]([OH:65])=[O:64], predict the reaction product. The product is: [C:62]([OH:67])(=[O:66])[C:63]([OH:65])=[O:64].[CH3:48][O:49][C:50]1[CH:55]=[CH:54][CH:53]=[CH:52][C:51]=1[O:27][CH2:26][C:22]1[CH:21]=[C:20]2[C:25]([C:16]([N:57]3[CH2:61][CH2:60][CH2:59][CH2:58]3)=[CH:17][C:18]([CH3:28])=[N:19]2)=[CH:24][CH:23]=1.